From a dataset of Forward reaction prediction with 1.9M reactions from USPTO patents (1976-2016). Predict the product of the given reaction. (1) Given the reactants [CH:1]1[C:7](N)=NC(=O)N(CCOCP(O)(O)=O)[CH:2]=1.[CH3:17][CH2:18][C:19]([O:23][O:24][C:25]([O:29]O)([CH2:27][CH3:28])C)([O:21]O)C, predict the reaction product. The product is: [CH:25]([OH:24])([OH:29])[CH2:27][CH2:28][CH2:2][CH2:1][CH3:7].[C:19]([OH:23])(=[O:21])[CH:18]=[CH2:17].[C:19]([OH:23])(=[O:21])[CH:18]=[CH2:17].[C:19]([OH:23])(=[O:21])[CH:18]=[CH2:17]. (2) Given the reactants Cl[C:2]([O:4][C:5]1[CH:10]=[CH:9][CH:8]=[CH:7][CH:6]=1)=[O:3].[NH2:11][C:12]1[C:13]([O:26][CH3:27])=[C:14]([CH:19]=[C:20]([C:22]([CH3:25])([CH3:24])[CH3:23])[CH:21]=1)[C:15]([NH:17][CH3:18])=[O:16].C([O-])(O)=O.[Na+], predict the reaction product. The product is: [CH3:21][CH2:12][CH2:13][CH:14]([CH3:19])[CH3:15].[C:5]1([O:4][C:2](=[O:3])[NH:11][C:12]2[CH:21]=[C:20]([C:22]([CH3:25])([CH3:23])[CH3:24])[CH:19]=[C:14]([C:15](=[O:16])[NH:17][CH3:18])[C:13]=2[O:26][CH3:27])[CH:10]=[CH:9][CH:8]=[CH:7][CH:6]=1. (3) Given the reactants [F:1][C:2]([F:28])([F:27])[C:3]1[CH:8]=[CH:7][C:6]([C:9]2[C:10]([C:15]([NH:17][C:18]3[CH:19]=[C:20]([C:24](O)=[O:25])[N:21]([CH3:23])[CH:22]=3)=[O:16])=[CH:11][CH:12]=[CH:13][CH:14]=2)=[CH:5][CH:4]=1.[CH3:29][NH:30][CH2:31][C:32]1[CH:37]=[CH:36][CH:35]=[CH:34][CH:33]=1.CN(C(ON1N=NC2C=CC=CC1=2)=[N+](C)C)C.[B-](F)(F)(F)F.C(N(CC)CC)C, predict the reaction product. The product is: [CH3:29][N:30]([CH2:31][C:32]1[CH:37]=[CH:36][CH:35]=[CH:34][CH:33]=1)[C:24]([C:20]1[N:21]([CH3:23])[CH:22]=[C:18]([NH:17][C:15]([C:10]2[C:9]([C:6]3[CH:5]=[CH:4][C:3]([C:2]([F:1])([F:27])[F:28])=[CH:8][CH:7]=3)=[CH:14][CH:13]=[CH:12][CH:11]=2)=[O:16])[CH:19]=1)=[O:25]. (4) The product is: [F:34][C:33]([F:36])([F:35])[C:31]1[CH:30]=[C:5]([CH:4]=[C:3]([C:2]([F:37])([F:1])[F:38])[CH:32]=1)[CH2:6][N:7]([CH2:14][C:15]1[C:16]([N:21]([CH2:24][CH:25]2[CH2:29][CH2:28][CH2:27][CH2:26]2)[CH2:22][CH3:23])=[N:17][CH:18]=[C:19]([Br:39])[CH:20]=1)[C:8]1[N:9]=[N:10][N:11]([CH3:13])[N:12]=1. Given the reactants [F:1][C:2]([F:38])([F:37])[C:3]1[CH:4]=[C:5]([CH:30]=[C:31]([C:33]([F:36])([F:35])[F:34])[CH:32]=1)[CH2:6][N:7]([CH2:14][C:15]1[C:16]([N:21]([CH2:24][CH:25]2[CH2:29][CH2:28][CH2:27][CH2:26]2)[CH2:22][CH3:23])=[N:17][CH:18]=[CH:19][CH:20]=1)[C:8]1[N:9]=[N:10][N:11]([CH3:13])[N:12]=1.[Br:39]N1C(=O)CCC1=O, predict the reaction product. (5) Given the reactants [C:1]([C:4]1[CH:5]=[CH:6][C:7]([N:25]2[CH2:30][CH2:29][CH2:28][C@@H:27]([NH:31][C:32](=[O:40])OC3C=CC=CC=3)[CH2:26]2)=[N:8][C:9]=1[NH:10][C:11]1[CH:16]=[CH:15][C:14]([C:17]([N:19]2[CH2:24][CH2:23][O:22][CH2:21][CH2:20]2)=[O:18])=[CH:13][CH:12]=1)(=[O:3])[NH2:2].[NH:41]1[CH2:46][CH2:45][O:44][CH2:43][CH2:42]1.CCN(CC)CC, predict the reaction product. The product is: [C:1]([C:4]1[CH:5]=[CH:6][C:7]([N:25]2[CH2:30][CH2:29][CH2:28][C@@H:27]([NH:31][C:32]([N:41]3[CH2:46][CH2:45][O:44][CH2:43][CH2:42]3)=[O:40])[CH2:26]2)=[N:8][C:9]=1[NH:10][C:11]1[CH:16]=[CH:15][C:14]([C:17]([N:19]2[CH2:24][CH2:23][O:22][CH2:21][CH2:20]2)=[O:18])=[CH:13][CH:12]=1)(=[O:3])[NH2:2]. (6) Given the reactants [F:1][C:2]1[CH:3]=[CH:4][C:5]([C:11]([F:14])([F:13])[F:12])=[C:6]([CH:10]=1)[C:7](Cl)=[O:8].[CH:15]1([CH2:19][CH2:20][NH:21][C:22]([C:24]2[N:25]=[N:26][C:27]([N:30]3[CH2:35][CH2:34][NH:33][CH2:32][CH2:31]3)=[CH:28][CH:29]=2)=[O:23])[CH2:18][CH2:17][CH2:16]1, predict the reaction product. The product is: [CH:15]1([CH2:19][CH2:20][NH:21][C:22]([C:24]2[N:25]=[N:26][C:27]([N:30]3[CH2:31][CH2:32][N:33]([C:7](=[O:8])[C:6]4[CH:10]=[C:2]([F:1])[CH:3]=[CH:4][C:5]=4[C:11]([F:14])([F:13])[F:12])[CH2:34][CH2:35]3)=[CH:28][CH:29]=2)=[O:23])[CH2:18][CH2:17][CH2:16]1. (7) Given the reactants [C:1]([Si:5]([CH3:18])([CH3:17])[O:6][CH2:7][C:8]([CH3:16])([CH3:15])[CH2:9]OS(C)(=O)=O)([CH3:4])([CH3:3])[CH3:2].[C-:19]#[N:20].[K+].O, predict the reaction product. The product is: [C:1]([Si:5]([CH3:18])([CH3:17])[O:6][CH2:7][C:8]([CH3:16])([CH3:15])[CH2:9][C:19]#[N:20])([CH3:4])([CH3:3])[CH3:2]. (8) Given the reactants [OH:1][C:2]1[CH:7]=[CH:6][C:5]([C:8](=[O:10])[CH3:9])=[C:4]([CH3:11])[CH:3]=1.[Cl:12][C:13]1[CH:18]=[CH:17][CH:16]=[C:15]([Cl:19])[C:14]=1[N:20]1[C:24]([CH2:25]O)=[C:23]([CH:27]([CH3:29])[CH3:28])[N:22]=[N:21]1.C(P(CCCC)CCCC)CCC.C1CCN(C(N=NC(N2CCCCC2)=O)=O)CC1, predict the reaction product. The product is: [Cl:19][C:15]1[CH:16]=[CH:17][CH:18]=[C:13]([Cl:12])[C:14]=1[N:20]1[C:24]([CH2:25][O:1][C:2]2[CH:7]=[CH:6][C:5]([C:8](=[O:10])[CH3:9])=[C:4]([CH3:11])[CH:3]=2)=[C:23]([CH:27]([CH3:29])[CH3:28])[N:22]=[N:21]1. (9) Given the reactants C1(COC(=O)[NH:10][CH2:11][C@@H:12]2[C@H:16]([OH:17])[CH2:15][N:14]([CH2:18][CH:19]3[C:29]4=[C:30]5[C:25](=[CH:26][CH:27]=[C:28]4[F:31])[CH:24]=[CH:23][C:22](=[O:32])[N:21]5[CH2:20]3)[CH2:13]2)C=CC=CC=1, predict the reaction product. The product is: [NH2:10][CH2:11][C@@H:12]1[C@H:16]([OH:17])[CH2:15][N:14]([CH2:18][CH:19]2[C:29]3=[C:30]4[C:25](=[CH:26][CH:27]=[C:28]3[F:31])[CH:24]=[CH:23][C:22](=[O:32])[N:21]4[CH2:20]2)[CH2:13]1. (10) Given the reactants [CH2:1]([O:5][C:6]1[CH:31]=[C:30]([O:32][CH2:33][CH:34]([CH3:36])[CH3:35])[CH:29]=[CH:28][C:7]=1[C:8]([C:10]1[CH:11]=[CH:12][C:13]([O:23][CH2:24][CH:25]([CH3:27])[CH3:26])=[C:14]([CH:22]=1)[O:15][CH2:16][C:17]([O:19]CC)=[O:18])=[O:9])[CH:2]([CH3:4])[CH3:3].[OH-].[Na+].O.Cl, predict the reaction product. The product is: [CH2:1]([O:5][C:6]1[CH:31]=[C:30]([O:32][CH2:33][CH:34]([CH3:36])[CH3:35])[CH:29]=[CH:28][C:7]=1[C:8]([C:10]1[CH:11]=[CH:12][C:13]([O:23][CH2:24][CH:25]([CH3:27])[CH3:26])=[C:14]([CH:22]=1)[O:15][CH2:16][C:17]([OH:19])=[O:18])=[O:9])[CH:2]([CH3:4])[CH3:3].